The task is: Predict the reactants needed to synthesize the given product.. This data is from Full USPTO retrosynthesis dataset with 1.9M reactions from patents (1976-2016). (1) Given the product [C:20]([C:21]1[CH:28]=[CH:27][C:24]([CH2:25][NH:26][C:2]2[N:7]=[C:6]([N:8]3[CH2:12][CH2:11][C:10]([CH2:15][CH3:16])([C:13]#[N:14])[C:9]3=[O:17])[CH:5]=[CH:4][N:3]=2)=[CH:23][CH:22]=1)#[N:19], predict the reactants needed to synthesize it. The reactants are: Cl[C:2]1[N:7]=[C:6]([N:8]2[CH2:12][CH2:11][C:10]([CH2:15][CH3:16])([C:13]#[N:14])[C:9]2=[O:17])[CH:5]=[CH:4][N:3]=1.Cl.[NH2:19][CH2:20][C:21]1[CH:28]=[CH:27][C:24]([C:25]#[N:26])=[CH:23][CH:22]=1.C(N(C(C)C)CC)(C)C.C(OCC)(=O)C. (2) Given the product [Cl:15][C:7]1[C:6]2[C:11](=[C:2]([I:1])[CH:3]=[CH:4][CH:5]=2)[N:10]=[CH:9][N:8]=1, predict the reactants needed to synthesize it. The reactants are: [I:1][C:2]1[CH:3]=[CH:4][CH:5]=[C:6]2[C:11]=1[NH:10][CH:9]=[N:8][C:7]2=O.P(Cl)(Cl)([Cl:15])=O. (3) Given the product [CH2:14]([C:2]1[C:10]2[S:9][CH:8]=[N:7][C:6]=2[CH:5]=[C:4]([N+:11]([O-:13])=[O:12])[CH:3]=1)[CH3:15], predict the reactants needed to synthesize it. The reactants are: Br[C:2]1[C:10]2[S:9][CH:8]=[N:7][C:6]=2[CH:5]=[C:4]([N+:11]([O-:13])=[O:12])[CH:3]=1.[CH2:14]([Sn](CC)(CC)CC)[CH3:15]. (4) Given the product [Br:1][C:2]1[CH:7]=[CH:6][C:5]([CH2:8][CH2:9][NH:10][C:11](=[O:13])[CH3:12])=[CH:4][CH:3]=1, predict the reactants needed to synthesize it. The reactants are: [Br:1][C:2]1[CH:7]=[CH:6][C:5]([CH2:8][CH2:9][NH2:10])=[CH:4][CH:3]=1.[C:11](OC(=O)C)(=[O:13])[CH3:12]. (5) The reactants are: [F:1][C:2]1[CH:3]=[CH:4][C:5]2[N:6]([C:8]([C:11]3[N:19]=[C:18]4[C:14]([N:15]([CH2:34][O:35][CH2:36][CH2:37][Si:38]([CH3:41])([CH3:40])[CH3:39])[C:16](=[O:33])[N:17]4[C@@H:20]4[CH2:25][CH2:24][CH2:23][N:22](C(OC(C)(C)C)=O)[CH2:21]4)=[CH:13][N:12]=3)=[CH:9][N:10]=2)[CH:7]=1.O.C(=O)([O-])O.[Na+]. Given the product [F:1][C:2]1[CH:3]=[CH:4][C:5]2[N:6]([C:8]([C:11]3[N:19]=[C:18]4[C:14]([N:15]([CH2:34][O:35][CH2:36][CH2:37][Si:38]([CH3:41])([CH3:40])[CH3:39])[C:16](=[O:33])[N:17]4[C@@H:20]4[CH2:25][CH2:24][CH2:23][NH:22][CH2:21]4)=[CH:13][N:12]=3)=[CH:9][N:10]=2)[CH:7]=1, predict the reactants needed to synthesize it.